This data is from Catalyst prediction with 721,799 reactions and 888 catalyst types from USPTO. The task is: Predict which catalyst facilitates the given reaction. (1) Reactant: C([O:5][C:6](=[O:34])[C:7]1[CH:12]=[CH:11][C:10]([N:13]([C:20]2[CH:25]=[CH:24][C:23]([O:26][CH:27]([F:29])[F:28])=[C:22]([O:30][CH:31]([F:33])[F:32])[CH:21]=2)[CH2:14][C:15]2[S:19][CH:18]=[N:17][CH:16]=2)=[CH:9][CH:8]=1)(C)(C)C.FC(F)(F)C(O)=O.C(=O)(O)[O-].[Na+]. Product: [F:33][CH:31]([F:32])[O:30][C:22]1[CH:21]=[C:20]([N:13]([CH2:14][C:15]2[S:19][CH:18]=[N:17][CH:16]=2)[C:10]2[CH:9]=[CH:8][C:7]([C:6]([OH:34])=[O:5])=[CH:12][CH:11]=2)[CH:25]=[CH:24][C:23]=1[O:26][CH:27]([F:29])[F:28]. The catalyst class is: 96. (2) Reactant: [F:1][C:2]([F:45])([F:44])[C:3]1[CH:4]=[C:5](/[C:13](=[N:37]\[S:38]([C:40]([CH3:43])([CH3:42])[CH3:41])=[O:39])/[C@@H:14]2[CH2:18][CH2:17][C@@H:16]([C:19]3[C:24]([Cl:25])=[CH:23][N:22]=[C:21]([C:26]([F:29])([F:28])[F:27])[CH:20]=3)[N:15]2[C:30]([O:32][C:33]([CH3:36])([CH3:35])[CH3:34])=[O:31])[CH:6]=[C:7]([C:9]([F:12])([F:11])[F:10])[CH:8]=1.ClC1C=CC(C(F)(F)F)=CC=1[C@H]1N(C(OC(C)(C)C)=O)[C@H](C(OCC)=O)CC1.CC(C[AlH]CC(C)C)C.[NH4+].[Cl-]. Product: [F:12][C:9]([F:10])([F:11])[C:7]1[CH:6]=[C:5]([C@@H:13]([NH:37][S:38]([C:40]([CH3:43])([CH3:42])[CH3:41])=[O:39])[C@@H:14]2[CH2:18][CH2:17][C@@H:16]([C:19]3[C:24]([Cl:25])=[CH:23][N:22]=[C:21]([C:26]([F:29])([F:28])[F:27])[CH:20]=3)[N:15]2[C:30]([O:32][C:33]([CH3:36])([CH3:34])[CH3:35])=[O:31])[CH:4]=[C:3]([C:2]([F:45])([F:44])[F:1])[CH:8]=1. The catalyst class is: 1. (3) Reactant: [C:1](/[C:3](=[CH:9]\[C:10]1[CH:15]=[CH:14][CH:13]=[CH:12][CH:11]=1)/[C:4]([O:6][CH2:7][CH3:8])=[O:5])#[N:2]. Product: [NH2:2][CH2:1][CH:3]([CH2:9][C:10]1[CH:11]=[CH:12][CH:13]=[CH:14][CH:15]=1)[C:4]([O:6][CH2:7][CH3:8])=[O:5]. The catalyst class is: 421. (4) Reactant: [C:1]([O:5][C:6]([N:8]([CH2:21][C@@H:22]1[C@@H:26]([C:27]2[CH:32]=[CH:31][CH:30]=[CH:29][CH:28]=2)[CH2:25][N:24]([C:33]2[C:42]([F:43])=[CH:41][C:36]([C:37]([O:39]C)=[O:38])=[CH:35][C:34]=2[F:44])[CH2:23]1)[C@@H:9]([C:11]1[C:20]2[C:15](=[CH:16][CH:17]=[CH:18][CH:19]=2)[CH:14]=[CH:13][CH:12]=1)[CH3:10])=[O:7])([CH3:4])([CH3:3])[CH3:2].[OH-].[Na+]. Product: [C:1]([O:5][C:6]([N:8]([CH2:21][C@@H:22]1[C@@H:26]([C:27]2[CH:28]=[CH:29][CH:30]=[CH:31][CH:32]=2)[CH2:25][N:24]([C:33]2[C:42]([F:43])=[CH:41][C:36]([C:37]([OH:39])=[O:38])=[CH:35][C:34]=2[F:44])[CH2:23]1)[C@@H:9]([C:11]1[C:20]2[C:15](=[CH:16][CH:17]=[CH:18][CH:19]=2)[CH:14]=[CH:13][CH:12]=1)[CH3:10])=[O:7])([CH3:2])([CH3:3])[CH3:4]. The catalyst class is: 92. (5) Reactant: [Br:1][C:2]1[CH:11]=[C:10]2[C:5]([C:6](Cl)=[C:7]([N+:12]([O-:14])=[O:13])[CH:8]=[N:9]2)=[CH:4][CH:3]=1.C(N(CC)CC)C.[NH2:23][CH:24](C)[CH2:25][CH2:26][OH:27]. Product: [Br:1][C:2]1[CH:11]=[C:10]2[C:5]([C:6]([NH:23][CH2:24][CH2:25][CH2:26][OH:27])=[C:7]([N+:12]([O-:14])=[O:13])[CH:8]=[N:9]2)=[CH:4][CH:3]=1. The catalyst class is: 4. (6) Reactant: [F:1][C:2]1[CH:7]=[CH:6][CH:5]=[CH:4][C:3]=1[NH2:8].C[Si](Cl)(C)C.CC1(C)[O:20][C:19](=O)[CH2:18][C:17](=[O:22])[O:16]1. Product: [F:1][C:2]1[CH:7]=[CH:6][CH:5]=[CH:4][C:3]=1[NH:8][C:19](=[O:20])[CH2:18][C:17]([OH:22])=[O:16]. The catalyst class is: 2. (7) Reactant: [C:1]([O:5][C:6](=[O:23])[NH:7][C:8]1[CH2:9][O:10][CH2:11][C@:12]([C:16]2[CH:21]=[CH:20][CH:19]=[C:18]([NH2:22])[CH:17]=2)([CH2:14][F:15])[N:13]=1)([CH3:4])([CH3:3])[CH3:2].[Br:24][C:25]1[CH:26]=[CH:27][C:28]([C:31](O)=[O:32])=[N:29][CH:30]=1.C1C=NC2N(O)N=NC=2C=1.CCN(CC)CC.CCN=C=NCCCN(C)C.Cl. Product: [C:1]([O:5][C:6](=[O:23])[NH:7][C:8]1[CH2:9][O:10][CH2:11][C@:12]([C:16]2[CH:21]=[CH:20][CH:19]=[C:18]([NH:22][C:31]([C:28]3[CH:27]=[CH:26][C:25]([Br:24])=[CH:30][N:29]=3)=[O:32])[CH:17]=2)([CH2:14][F:15])[N:13]=1)([CH3:4])([CH3:2])[CH3:3]. The catalyst class is: 91.